This data is from Catalyst prediction with 721,799 reactions and 888 catalyst types from USPTO. The task is: Predict which catalyst facilitates the given reaction. (1) Reactant: C(N[C:4]1[CH:9]=[C:8]([O:10][CH3:11])[C:7]([O:12][CH3:13])=[CH:6][C:5]=1[C@@H:14]1[CH2:23][CH2:22][C:21]2[CH:20]=[C:19]([O:24][C:25](=[O:30])[C:26]([CH3:29])([CH3:28])[CH3:27])[CH:18]=[CH:17][C:16]=2[CH2:15]1)C.[C:31]([O:35][C:36]([N:38]1[CH2:43][CH2:42][CH:41]([C:44]2[CH:49]=[CH:48][C:47]([C:50](Cl)=[O:51])=[CH:46][CH:45]=2)[CH2:40][CH2:39]1)=[O:37])([CH3:34])([CH3:33])[CH3:32].[CH:53]([N:56](CC)C(C)C)(C)[CH3:54].O. Product: [C:31]([O:35][C:36]([N:38]1[CH2:43][CH2:42][CH:41]([C:44]2[CH:49]=[CH:48][C:47]([C:50](=[O:51])[NH:56][CH2:53][CH2:54][C:4]3[CH:9]=[C:8]([O:10][CH3:11])[C:7]([O:12][CH3:13])=[CH:6][C:5]=3[C@@H:14]3[CH2:23][CH2:22][C:21]4[C:16](=[CH:17][CH:18]=[C:19]([O:24][C:25](=[O:30])[C:26]([CH3:28])([CH3:27])[CH3:29])[CH:20]=4)[CH2:15]3)=[CH:46][CH:45]=2)[CH2:40][CH2:39]1)=[O:37])([CH3:34])([CH3:33])[CH3:32]. The catalyst class is: 12. (2) Reactant: [C:1]([C:4]1[CH:9]=[CH:8][CH:7]=[C:6]([F:10])[C:5]=1[NH:11][C:12](=O)[C:13]([O:15][CH2:16][CH3:17])=[O:14])(=[O:3])[NH2:2].CC(C)([O-])C.[K+].[Na+].[Cl-].CC(O)=O. The catalyst class is: 14. Product: [F:10][C:6]1[CH:7]=[CH:8][CH:9]=[C:4]2[C:5]=1[N:11]=[C:12]([C:13]([O:15][CH2:16][CH3:17])=[O:14])[N:2]=[C:1]2[OH:3]. (3) Reactant: [CH:1]1[CH:10]=[C:9]2[C:4]([CH:5]=[C:6]([C:11]([O-:13])=[O:12])[CH:7]=[CH:8]2)=[CH:3][CH:2]=1.[CH:14]1[CH:23]=[C:22]2[C:17]([CH:18]=[C:19]([C:24]([O-:26])=[O:25])[CH:20]=[CH:21]2)=[CH:16][CH:15]=1.[Cu+2:27]. Product: [CH:1]1[CH:10]=[C:9]2[C:4]([CH:5]=[C:6]([C:11]([O-:13])=[O:12])[CH:7]=[CH:8]2)=[CH:3][CH:2]=1.[CH:14]1[CH:23]=[C:22]2[C:17]([CH:18]=[C:19]([C:24]([O-:26])=[O:25])[CH:20]=[CH:21]2)=[CH:16][CH:15]=1.[Cu+2:27].[Cu:27]. The catalyst class is: 5. (4) Reactant: Br[CH2:2][C:3]1[CH:4]=[C:5]([CH:8]=[CH:9][C:10]=1[Cl:11])[C:6]#[N:7].[C:12]([O-:15])(=[S:14])[CH3:13].[K+]. Product: [C:12]([S:14][CH2:2][C:3]1[CH:4]=[C:5]([CH:8]=[CH:9][C:10]=1[Cl:11])[C:6]#[N:7])(=[O:15])[CH3:13]. The catalyst class is: 21.